This data is from Catalyst prediction with 721,799 reactions and 888 catalyst types from USPTO. The task is: Predict which catalyst facilitates the given reaction. (1) Reactant: [C:1]([O:5][C:6]([N:8]1[CH2:13][CH2:12][CH:11]([CH2:14][N:15]2[CH2:20][CH2:19][N:18]([S:21]([CH:24]=[CH2:25])(=[O:23])=[O:22])[CH2:17][C:16]2=[O:26])[CH2:10][CH2:9]1)=[O:7])([CH3:4])([CH3:3])[CH3:2].[Cl:27][C:28]1[CH:29]=[C:30]([OH:36])[C:31](=[CH:34][CH:35]=1)[CH:32]=O.CC(C)([O-])C.[K+]. Product: [C:1]([O:5][C:6]([N:8]1[CH2:13][CH2:12][CH:11]([CH2:14][N:15]2[CH2:20][CH2:19][N:18]([S:21]([C:24]3[CH2:25][O:36][C:30]4[CH:29]=[C:28]([Cl:27])[CH:35]=[CH:34][C:31]=4[CH:32]=3)(=[O:22])=[O:23])[CH2:17][C:16]2=[O:26])[CH2:10][CH2:9]1)=[O:7])([CH3:3])([CH3:4])[CH3:2]. The catalyst class is: 107. (2) Reactant: [OH:1][CH2:2][C:3]1([CH2:6][OH:7])[CH2:5][CH2:4]1.[Br:8][C:9]1[CH:14]=[C:13]([F:15])[C:12](O)=[C:11]([F:17])[CH:10]=1.C1(P(C2C=CC=CC=2)C2C=CC=CC=2)C=CC=CC=1.N(C(OC(C)C)=O)=NC(OC(C)C)=O. Product: [Br:8][C:9]1[CH:14]=[C:13]([F:15])[C:12]([O:1][CH2:2][C:3]2([CH2:6][OH:7])[CH2:5][CH2:4]2)=[C:11]([F:17])[CH:10]=1. The catalyst class is: 1. (3) Reactant: C[O:2][C:3]([C:5]1([C:8](=[O:16])[NH:9][C:10]2[CH:15]=[CH:14][CH:13]=[CH:12][CH:11]=2)[CH2:7][CH2:6]1)=[O:4].O.[OH-].[Li+]. The catalyst class is: 20. Product: [C:10]1([NH:9][C:8]([C:5]2([C:3]([OH:4])=[O:2])[CH2:6][CH2:7]2)=[O:16])[CH:11]=[CH:12][CH:13]=[CH:14][CH:15]=1. (4) Reactant: CO[CH:3](OC)[CH2:4][CH:5](OC)OC.Cl.[C:13]([NH:17][NH2:18])([CH3:16])([CH3:15])[CH3:14].Cl.O. Product: [C:13]([N:17]1[CH:5]=[CH:4][CH:3]=[N:18]1)([CH3:16])([CH3:15])[CH3:14]. The catalyst class is: 14. (5) Reactant: [C:1]([N:5]1[C:9](=[O:10])[NH:8][C:7]([C:11]2[CH:12]=[C:13]([CH:22]=[CH:23][C:24]=2[Cl:25])[CH2:14][NH:15]C(=O)C(F)(F)F)=[N:6]1)([CH3:4])([CH3:3])[CH3:2].[OH-].[K+].O. Product: [C:1]([N:5]1[C:9](=[O:10])[NH:8][C:7]([C:11]2[CH:12]=[C:13]([CH2:14][NH2:15])[CH:22]=[CH:23][C:24]=2[Cl:25])=[N:6]1)([CH3:4])([CH3:2])[CH3:3]. The catalyst class is: 1. (6) Reactant: C[Si]([N-][Si](C)(C)C)(C)C.[K+].[C:11]([NH:14][C:15]1[C:16]([C:22]([O:24]CC)=O)=[N:17][C:18]([Br:21])=[CH:19][CH:20]=1)(=[O:13])[CH3:12]. Product: [Br:21][C:18]1[N:17]=[C:16]2[C:15](=[CH:20][CH:19]=1)[NH:14][C:11](=[O:13])[CH:12]=[C:22]2[OH:24]. The catalyst class is: 1.